This data is from Reaction yield outcomes from USPTO patents with 853,638 reactions. The task is: Predict the reaction yield, written as a fraction of the theoretical maximum amount of product (1.0 means a 100% yield; for example, 0.34 means a 34% yield). (1) The reactants are [CH3:1][NH:2][S:3]([NH:6][CH2:7][C:8]([O:10]CC)=O)(=[O:5])=[O:4].O(C(C)(C)C)[K]. The catalyst is CN(C=O)C. The product is [CH3:1][N:2]1[C:8](=[O:10])[CH2:7][NH:6][S:3]1(=[O:5])=[O:4]. The yield is 0.540. (2) The reactants are F[C:2]1[CH:7]=[CH:6][C:5]([C:8]2[S:12][N:11]=[C:10]([CH3:13])[N:9]=2)=[CH:4][CH:3]=1.[F:14][C:15]([F:29])([F:28])[C:16]1[CH:17]=[C:18]([N:22]2[CH2:27][CH2:26][NH:25][CH2:24][CH2:23]2)[CH:19]=[CH:20][CH:21]=1.C(=O)([O-])[O-].[Na+].[Na+]. The catalyst is CN(C=O)C. The product is [CH3:13][C:10]1[N:9]=[C:8]([C:5]2[CH:6]=[CH:7][C:2]([N:25]3[CH2:24][CH2:23][N:22]([C:18]4[CH:19]=[CH:20][CH:21]=[C:16]([C:15]([F:28])([F:29])[F:14])[CH:17]=4)[CH2:27][CH2:26]3)=[CH:3][CH:4]=2)[S:12][N:11]=1. The yield is 0.520.